From a dataset of Full USPTO retrosynthesis dataset with 1.9M reactions from patents (1976-2016). Predict the reactants needed to synthesize the given product. (1) The reactants are: Cl.C(O)C.C(OC(=O)[N:11]([C:16]1[CH:21]=[CH:20][C:19]([C:22](=[O:37])[NH:23][CH2:24][C:25]2[S:26][C:27]([CH2:30][C:31]3[CH:36]=[CH:35][CH:34]=[CH:33][CH:32]=3)=[CH:28][CH:29]=2)=[CH:18][N:17]=1)[CH2:12][C:13](=[O:15])[NH2:14])(C)(C)C.C(=O)(O)[O-].[Na+]. Given the product [CH2:30]([C:27]1[S:26][C:25]([CH2:24][NH:23][C:22](=[O:37])[C:19]2[CH:20]=[CH:21][C:16]([NH:11][CH2:12][C:13](=[O:15])[NH2:14])=[N:17][CH:18]=2)=[CH:29][CH:28]=1)[C:31]1[CH:36]=[CH:35][CH:34]=[CH:33][CH:32]=1, predict the reactants needed to synthesize it. (2) Given the product [C:1]1([CH:7]([C:42]2[CH:43]=[CH:44][CH:45]=[CH:46][CH:47]=2)[CH2:8][NH:9][C:10]2[N:18]=[C:17]([CH2:19][NH:20][C:21]([NH:23][CH2:24][CH2:25][N:26]([CH:27]([CH3:29])[CH3:28])[S:54]([C:48]3[CH:53]=[CH:52][CH:51]=[CH:50][CH:49]=3)(=[O:56])=[O:55])=[O:22])[N:16]=[C:15]3[C:11]=2[N:12]=[CH:13][N:14]3[C@@H:30]2[O:34][C@H:33]([C:35]([NH:37][CH2:38][CH3:39])=[O:36])[C@@H:32]([OH:40])[C@H:31]2[OH:41])[CH:6]=[CH:5][CH:4]=[CH:3][CH:2]=1, predict the reactants needed to synthesize it. The reactants are: [C:1]1([CH:7]([C:42]2[CH:47]=[CH:46][CH:45]=[CH:44][CH:43]=2)[CH2:8][NH:9][C:10]2[N:18]=[C:17]([CH2:19][NH:20][C:21]([NH:23][CH2:24][CH2:25][NH:26][CH:27]([CH3:29])[CH3:28])=[O:22])[N:16]=[C:15]3[C:11]=2[N:12]=[CH:13][N:14]3[C@@H:30]2[O:34][C@H:33]([C:35]([NH:37][CH2:38][CH3:39])=[O:36])[C@@H:32]([OH:40])[C@H:31]2[OH:41])[CH:6]=[CH:5][CH:4]=[CH:3][CH:2]=1.[C:48]1([S:54](Cl)(=[O:56])=[O:55])[CH:53]=[CH:52][CH:51]=[CH:50][CH:49]=1.